This data is from Reaction yield outcomes from USPTO patents with 853,638 reactions. The task is: Predict the reaction yield, written as a fraction of the theoretical maximum amount of product (1.0 means a 100% yield; for example, 0.34 means a 34% yield). (1) The reactants are S(O)(O)(=O)=O.[NH2:6][C:7]1[N:12]=[C:11](O)[C:10]([NH2:14])=[C:9](O)[N:8]=1.N[C:17]1[N:22]=[C:21](O)C(N)=C(O)N=1.[ClH:26].[Cl-:27].Cl[CH:29]=[N+:30]([CH3:32])[CH3:31].[OH-].[Na+].[C:35](=O)([O-])[O-].[Na+].[Na+]. The catalyst is C(Cl)(Cl)Cl.O. The product is [Cl:26][C:9]1[C:10]([N:14]=[CH:29][N:30]([CH3:32])[CH3:31])=[C:11]([Cl:27])[N:12]=[C:7]([N:6]=[CH:35][N:22]([CH3:21])[CH3:17])[N:8]=1. The yield is 0.810. (2) The reactants are [C:1]([CH2:3][CH2:4][CH2:5][CH2:6][CH2:7][NH:8][C:9]([NH:11][C@@:12]([C:27]1[CH:32]=[C:31]([O:33][C:34]([F:39])([F:38])[CH:35]([F:37])[F:36])[CH:30]=[C:29]([F:40])[CH:28]=1)([C:20]1[CH:25]=[CH:24][C:23]([F:26])=[CH:22][CH:21]=1)[CH2:13][C:14]1[CH:19]=[CH:18][CH:17]=[CH:16][CH:15]=1)=[O:10])#[N:2].[Si]([N:45]=[N+:46]=[N-:47])(C)(C)C. The catalyst is COCCOC. The product is [N:2]1[NH:45][N:46]=[N:47][C:1]=1[CH2:3][CH2:4][CH2:5][CH2:6][CH2:7][NH:8][C:9]([NH:11][C@@:12]([C:27]1[CH:32]=[C:31]([O:33][C:34]([F:38])([F:39])[CH:35]([F:36])[F:37])[CH:30]=[C:29]([F:40])[CH:28]=1)([C:20]1[CH:25]=[CH:24][C:23]([F:26])=[CH:22][CH:21]=1)[CH2:13][C:14]1[CH:15]=[CH:16][CH:17]=[CH:18][CH:19]=1)=[O:10]. The yield is 0.470.